From a dataset of Catalyst prediction with 721,799 reactions and 888 catalyst types from USPTO. Predict which catalyst facilitates the given reaction. (1) Reactant: [CH3:1][S:2]([C:5]1[CH:10]=[CH:9][C:8]([C:11]2[CH:16]=[CH:15][C:14]([O:17][CH2:18][CH:19]3[CH2:24][CH2:23][N:22]([C:25]([C:27]4([C:32]([F:35])([F:34])[F:33])[CH2:31][CH2:30][CH2:29][CH2:28]4)=O)[CH2:21][CH2:20]3)=[CH:13][CH:12]=2)=[CH:7][CH:6]=1)(=[O:4])=[O:3].[H-].[H-].[H-].[H-].[Li+].[Al+3].O. Product: [CH3:1][S:2]([C:5]1[CH:10]=[CH:9][C:8]([C:11]2[CH:12]=[CH:13][C:14]([O:17][CH2:18][CH:19]3[CH2:20][CH2:21][N:22]([CH2:25][C:27]4([C:32]([F:34])([F:35])[F:33])[CH2:28][CH2:29][CH2:30][CH2:31]4)[CH2:23][CH2:24]3)=[CH:15][CH:16]=2)=[CH:7][CH:6]=1)(=[O:4])=[O:3]. The catalyst class is: 1. (2) Reactant: [OH:1][C:2]1[C:7]([CH:8]=[O:9])=[CH:6][C:5]([O:10][CH3:11])=[N:4][CH:3]=1.Cl.Cl[CH2:14][C:15]1[C:16]([C:21]2[N:25]([CH2:26][C:27]([O:29][CH2:30][CH3:31])=[O:28])[N:24]=[CH:23][CH:22]=2)=[N:17][CH:18]=[CH:19][CH:20]=1.C([O-])([O-])=O.[K+].[K+]. Product: [CH:8]([C:7]1[CH:6]=[C:5]([O:10][CH3:11])[N:4]=[CH:3][C:2]=1[O:1][CH2:14][C:15]1[C:16]([C:21]2[N:25]([CH2:26][C:27]([O:29][CH2:30][CH3:31])=[O:28])[N:24]=[CH:23][CH:22]=2)=[N:17][CH:18]=[CH:19][CH:20]=1)=[O:9]. The catalyst class is: 3. (3) Reactant: [NH2:1][C:2]1[CH:7]=[CH:6][C:5]([Br:8])=[CH:4][C:3]=1[C:9]([C:11]1[CH:16]=[CH:15][N:14]=[CH:13][CH:12]=1)=O.[NH2:17][C:18](N)=[O:19]. Product: [Br:8][C:5]1[CH:4]=[C:3]2[C:2](=[CH:7][CH:6]=1)[NH:1][C:18](=[O:19])[N:17]=[C:9]2[C:11]1[CH:16]=[CH:15][N:14]=[CH:13][CH:12]=1. The catalyst class is: 52. (4) Reactant: [CH:1]1([CH2:4][NH:5][C:6]2[N:7]=[CH:8][C:9]([O:12][C:13]3[CH:14]=[C:15]([CH:25]=[C:26]([O:28][CH:29]([CH3:31])[CH3:30])[CH:27]=3)[C:16]([NH:18][C:19]3[CH:23]=[CH:22][N:21]([CH3:24])[N:20]=3)=[O:17])=[N:10][CH:11]=2)[CH2:3][CH2:2]1.[O:32]1[C:36]([C:37](Cl)=[O:38])=[CH:35][CH:34]=[N:33]1.ClCCl. Product: [CH:1]1([CH2:4][N:5]([C:6]2[CH:11]=[N:10][C:9]([O:12][C:13]3[CH:14]=[C:15]([C:16](=[O:17])[NH:18][C:19]4[CH:23]=[CH:22][N:21]([CH3:24])[N:20]=4)[CH:25]=[C:26]([O:28][CH:29]([CH3:31])[CH3:30])[CH:27]=3)=[CH:8][N:7]=2)[C:37]([C:36]2[O:32][N:33]=[CH:34][CH:35]=2)=[O:38])[CH2:3][CH2:2]1. The catalyst class is: 777. (5) Reactant: C([O:3][C:4](=[O:16])[C:5]([O:8][C:9]1[CH:14]=[CH:13][C:12]([Cl:15])=[CH:11][CH:10]=1)([CH3:7])[CH3:6])C.O.[OH-].[Li+]. Product: [Cl:15][C:12]1[CH:11]=[CH:10][C:9]([O:8][C:5]([CH3:7])([CH3:6])[C:4]([OH:16])=[O:3])=[CH:14][CH:13]=1. The catalyst class is: 30. (6) Reactant: [CH:1]1([C:4]([NH:6][C:7]2[N:8]=[C:9]3[CH:14]=[CH:13][C:12]([O:15][C:16]4[CH:21]=[CH:20][C:19]([NH:22]C(=O)OCC5C=CC=CC=5)=[CH:18][C:17]=4[F:33])=[CH:11][N:10]3[CH:34]=2)=[O:5])[CH2:3][CH2:2]1.[OH-].[Ba+2].[OH-].Cl. Product: [NH2:22][C:19]1[CH:20]=[CH:21][C:16]([O:15][C:12]2[CH:13]=[CH:14][C:9]3[N:10]([CH:34]=[C:7]([NH:6][C:4]([CH:1]4[CH2:3][CH2:2]4)=[O:5])[N:8]=3)[CH:11]=2)=[C:17]([F:33])[CH:18]=1. The catalyst class is: 57. (7) Reactant: [F:1][C:2]1([F:9])[CH2:5][CH:4]([C:6](Cl)=[O:7])[CH2:3]1.[NH3:10]. Product: [F:1][C:2]1([F:9])[CH2:5][CH:4]([C:6]([NH2:10])=[O:7])[CH2:3]1. The catalyst class is: 83.